From a dataset of Reaction yield outcomes from USPTO patents with 853,638 reactions. Predict the reaction yield, written as a fraction of the theoretical maximum amount of product (1.0 means a 100% yield; for example, 0.34 means a 34% yield). (1) The reactants are [F:1][C:2]1[CH:3]=[CH:4][C:5]([C@H:8]([NH:10][C:11](=[O:13])C)[CH3:9])=[N:6][CH:7]=1.C(OC([O:16][C:17]([CH3:20])([CH3:19])[CH3:18])=O)([O:16][C:17]([CH3:20])([CH3:19])[CH3:18])=O.O.[OH-].[Li+].C(OCC)C. The catalyst is CN(C)C1C=CN=CC=1.O1CCCC1.O. The product is [F:1][C:2]1[CH:3]=[CH:4][C:5]([C@H:8]([NH:10][C:11](=[O:13])[O:16][C:17]([CH3:20])([CH3:19])[CH3:18])[CH3:9])=[N:6][CH:7]=1. The yield is 0.680. (2) The reactants are O[C:2]1[CH:3]=[C:4]([CH:7]=[CH:8][C:9]=1[O:10][CH3:11])[CH:5]=[O:6].[OH:12][C@H:13]1[CH2:17][CH2:16][O:15][CH2:14]1.C1(P(C2C=CC=CC=2)C2C=CC=CC=2)C=CC=CC=1.N(C(OC(C)C)=O)=NC(OC(C)C)=O. The catalyst is C1COCC1.CCCCCC.C(OCC)(=O)C. The product is [CH3:11][O:10][C:9]1[CH:8]=[CH:7][C:4]([CH:5]=[O:6])=[C:3]([O:12][C@@H:13]2[CH2:17][CH2:16][O:15][CH2:14]2)[CH:2]=1. The yield is 0.660.